Dataset: Forward reaction prediction with 1.9M reactions from USPTO patents (1976-2016). Task: Predict the product of the given reaction. (1) Given the reactants I[C:2]1[CH:3]=[C:4]([CH3:9])[CH:5]=[C:6]([CH3:8])[CH:7]=1.[SH:10][C:11]1[CH:16]=[CH:15][C:14]([OH:17])=[CH:13][CH:12]=1.C([O-])([O-])=O.[K+].[K+].C(O)CO, predict the reaction product. The product is: [CH3:8][C:6]1[CH:7]=[C:2]([S:10][C:11]2[CH:16]=[CH:15][C:14]([OH:17])=[CH:13][CH:12]=2)[CH:3]=[C:4]([CH3:9])[CH:5]=1. (2) Given the reactants [CH2:1]([NH:5][C:6]1[CH:11]=[C:10]([O:12][CH2:13][CH2:14][CH:15]([CH3:17])[CH3:16])[CH:9]=[CH:8][C:7]=1[NH:18][C:19](=O)[CH2:20][O:21][C:22]1[CH:27]=[CH:26][CH:25]=[C:24]([O:28][CH3:29])[CH:23]=1)[CH:2]([CH3:4])[CH3:3], predict the reaction product. The product is: [CH2:1]([N:5]1[C:6]2[CH:11]=[C:10]([O:12][CH2:13][CH2:14][CH:15]([CH3:17])[CH3:16])[CH:9]=[CH:8][C:7]=2[N:18]=[C:19]1[CH2:20][O:21][C:22]1[CH:27]=[CH:26][CH:25]=[C:24]([O:28][CH3:29])[CH:23]=1)[CH:2]([CH3:4])[CH3:3]. (3) Given the reactants [CH2:1]([N:8]1[C:16]2[CH2:15][CH2:14][N:13](C(=O)C)[CH2:12][C:11]=2[C:10]([C:20]2[CH:25]=[CH:24][C:23]([F:26])=[CH:22][CH:21]=2)=[N:9]1)[C:2]1[CH:7]=[CH:6][CH:5]=[CH:4][CH:3]=1.Cl, predict the reaction product. The product is: [CH2:1]([N:8]1[C:16]2[CH2:15][CH2:14][NH:13][CH2:12][C:11]=2[C:10]([C:20]2[CH:21]=[CH:22][C:23]([F:26])=[CH:24][CH:25]=2)=[N:9]1)[C:2]1[CH:7]=[CH:6][CH:5]=[CH:4][CH:3]=1. (4) Given the reactants [C:1]([N:8]1[CH2:12][CH2:11][CH:10]([C:13](O)=[O:14])[CH2:9]1)([O:3][C:4]([CH3:7])([CH3:6])[CH3:5])=[O:2].O1CCCC1, predict the reaction product. The product is: [OH:14][CH2:13][CH:10]1[CH2:11][CH2:12][N:8]([C:1]([O:3][C:4]([CH3:7])([CH3:6])[CH3:5])=[O:2])[CH2:9]1. (5) The product is: [N+:24]([C:22]1[CH:21]=[CH:20][C:17]([C:18]#[N:19])=[C:16]([CH2:15][O:7][C:1]2[CH:6]=[CH:5][CH:4]=[CH:3][CH:2]=2)[CH:23]=1)([O-:26])=[O:25]. Given the reactants [C:1]1([OH:7])[CH:6]=[CH:5][CH:4]=[CH:3][CH:2]=1.C(=O)([O-])[O-].[K+].[K+].Br[CH2:15][C:16]1[CH:23]=[C:22]([N+:24]([O-:26])=[O:25])[CH:21]=[CH:20][C:17]=1[C:18]#[N:19], predict the reaction product. (6) Given the reactants [N:1]1[CH:6]=[CH:5][CH:4]=[CH:3][C:2]=1[CH2:7][O:8][C:9]1[CH:14]=[CH:13][C:12]([C:15](=[O:25])[CH2:16][CH2:17][C:18]([O:20]C(C)(C)C)=[O:19])=[CH:11][CH:10]=1.FC(F)(F)C(O)=O, predict the reaction product. The product is: [N:1]1[CH:6]=[CH:5][CH:4]=[CH:3][C:2]=1[CH2:7][O:8][C:9]1[CH:14]=[CH:13][C:12]([C:15](=[O:25])[CH2:16][CH2:17][C:18]([OH:20])=[O:19])=[CH:11][CH:10]=1. (7) Given the reactants C[O:2][C:3](=[O:31])[CH2:4][C:5]1[CH:10]=[C:9]([O:11][C:12]2[CH:13]=[C:14]([C:18]3[CH:23]=[CH:22][C:21]([C:24]([F:27])([F:26])[F:25])=[CH:20][CH:19]=3)[CH:15]=[CH:16][CH:17]=2)[CH:8]=[C:7]([O:28][CH2:29][CH3:30])[CH:6]=1.O1CCCC1.[OH-].[Li+].Cl, predict the reaction product. The product is: [CH2:29]([O:28][C:7]1[CH:6]=[C:5]([CH2:4][C:3]([OH:31])=[O:2])[CH:10]=[C:9]([O:11][C:12]2[CH:13]=[C:14]([C:18]3[CH:23]=[CH:22][C:21]([C:24]([F:25])([F:27])[F:26])=[CH:20][CH:19]=3)[CH:15]=[CH:16][CH:17]=2)[CH:8]=1)[CH3:30]. (8) Given the reactants [CH:1]([O:4][C:5]1[CH:10]=[CH:9][C:8]([C:11]2[O:15][N:14]=[C:13]([C:16]3[CH:21]=[CH:20][C:19]([CH:22]([OH:25])CO)=[CH:18][C:17]=3[CH3:26])[N:12]=2)=[CH:7][C:6]=1[C:27]([F:30])([F:29])[F:28])([CH3:3])[CH3:2].I([O-])(=O)(=O)=O.[Na+].C1COCC1.O, predict the reaction product. The product is: [CH:1]([O:4][C:5]1[CH:10]=[CH:9][C:8]([C:11]2[O:15][N:14]=[C:13]([C:16]3[CH:21]=[CH:20][C:19]([CH:22]=[O:25])=[CH:18][C:17]=3[CH3:26])[N:12]=2)=[CH:7][C:6]=1[C:27]([F:28])([F:29])[F:30])([CH3:3])[CH3:2]. (9) Given the reactants C(O)(=O)C.[Cl:5][CH2:6][C@@H:7]1[C:15]2[C:14]3[CH:16]=[CH:17][CH:18]=[CH:19][C:13]=3[C:12]([N:20]=C(C3C=CC=CC=3)C3C=CC=CC=3)=[CH:11][C:10]=2[N:9]([C:34]([O:36][C:37]([CH3:40])([CH3:39])[CH3:38])=[O:35])[CH2:8]1, predict the reaction product. The product is: [NH2:20][C:12]1[C:13]2[CH:19]=[CH:18][CH:17]=[CH:16][C:14]=2[C:15]2[C@@H:7]([CH2:6][Cl:5])[CH2:8][N:9]([C:34]([O:36][C:37]([CH3:39])([CH3:40])[CH3:38])=[O:35])[C:10]=2[CH:11]=1. (10) Given the reactants C([O:8][C:9]1[CH:14]=[C:13]([CH3:15])[C:12]([CH:16]2[C:21](=[O:22])[CH2:20][CH2:19][CH2:18][C:17]2=[O:23])=[C:11]([CH3:24])[CH:10]=1)C1C=CC=CC=1.[H][H], predict the reaction product. The product is: [OH:8][C:9]1[CH:10]=[C:11]([CH3:24])[C:12]([CH:16]2[C:21](=[O:22])[CH2:20][CH2:19][CH2:18][C:17]2=[O:23])=[C:13]([CH3:15])[CH:14]=1.